This data is from CYP1A2 inhibition data for predicting drug metabolism from PubChem BioAssay. The task is: Regression/Classification. Given a drug SMILES string, predict its absorption, distribution, metabolism, or excretion properties. Task type varies by dataset: regression for continuous measurements (e.g., permeability, clearance, half-life) or binary classification for categorical outcomes (e.g., BBB penetration, CYP inhibition). Dataset: cyp1a2_veith. (1) The compound is CN(C)C(=O)c1ccc(-c2nc(N(C)Cc3ccco3)c3ccccc3n2)cc1. The result is 1 (inhibitor). (2) The drug is FC(F)(F)c1ccccc1-c1cncnc1NCCc1cnc[nH]1. The result is 1 (inhibitor). (3) The result is 0 (non-inhibitor). The molecule is Cc1cc(C)cc(-n2c(C)cc(C=C(C#N)C#N)c2C)c1. (4) The compound is Nc1cc(S(N)(=O)=O)ccc1SSc1ccc(S(N)(=O)=O)cc1N. The result is 1 (inhibitor). (5) The drug is Cc1nc2ccc(NC(=O)Nc3ccnc4cccnc34)cc2o1. The result is 1 (inhibitor). (6) The molecule is CCN1C(=O)N[C@@H](c2ccccc2)C1=O. The result is 0 (non-inhibitor). (7) The drug is O=C(c1cccc(F)c1)N1CCC[C@@]2(CCN(c3ccccn3)C2)C1. The result is 1 (inhibitor).